Regression/Classification. Given a drug SMILES string, predict its absorption, distribution, metabolism, or excretion properties. Task type varies by dataset: regression for continuous measurements (e.g., permeability, clearance, half-life) or binary classification for categorical outcomes (e.g., BBB penetration, CYP inhibition). Dataset: pampa_ncats. From a dataset of PAMPA (Parallel Artificial Membrane Permeability Assay) permeability data from NCATS. (1) The molecule is C1=CC=C2C(=C1)C=CC=C2C(=O)NC3=CC=C(C=C3)S(=O)(=O)NC4=NC=CS4. The result is 1 (high permeability). (2) The compound is CC(C)OC1=CC=CC(=C1)C2=NC(=NC=C2)N3CCC(CC3)C(=O)N. The result is 1 (high permeability).